From a dataset of Full USPTO retrosynthesis dataset with 1.9M reactions from patents (1976-2016). Predict the reactants needed to synthesize the given product. (1) Given the product [Cl:1][C:2]1[CH:10]=[C:9]([O:11][CH3:12])[C:8]([N+:13]([O-:15])=[O:14])=[CH:7][C:3]=1[C:4]#[N:6], predict the reactants needed to synthesize it. The reactants are: [Cl:1][C:2]1[CH:10]=[C:9]([O:11][CH3:12])[C:8]([N+:13]([O-:15])=[O:14])=[CH:7][C:3]=1[C:4]([NH2:6])=O.O=C(Cl)OC(Cl)(Cl)Cl. (2) Given the product [N:37]1([O:38][C:21]2[N:20]=[C:19]([NH:18][CH2:17][CH:13]3[CH2:14][CH2:15][CH2:16][N:11]([C:9]([O:8][CH2:1][C:2]4[CH:7]=[CH:6][CH:5]=[CH:4][CH:3]=4)=[O:10])[CH2:12]3)[C:24]([C:25](=[O:26])[NH2:44])=[CH:23][N:22]=2)[C:32]2[CH:31]=[CH:30][CH:29]=[CH:34][C:33]=2[N:35]=[N:36]1, predict the reactants needed to synthesize it. The reactants are: [CH2:1]([O:8][C:9]([N:11]1[CH2:16][CH2:15][CH2:14][CH:13]([CH2:17][NH:18][C:19]2[C:24]([C:25](O)=[O:26])=[CH:23][N:22]=[C:21](Cl)[N:20]=2)[CH2:12]1)=[O:10])[C:2]1[CH:7]=[CH:6][CH:5]=[CH:4][CH:3]=1.[CH:29]1[CH:34]=[C:33]2[N:35]=[N:36][N:37]([OH:38])[C:32]2=[CH:31][CH:30]=1.O.C(Cl)CCl.[NH3:44]. (3) Given the product [OH:1][CH2:2][CH2:3][O:4][CH2:5][CH2:6][O:7][C:8]1[CH:13]=[CH:12][C:11]([C:14](=[C:26]2[CH2:27][C:28]([CH3:31])([CH3:30])[CH2:29][C:24]([CH3:33])([CH3:23])[CH2:25]2)[C:16]2[CH:21]=[CH:20][C:19]([OH:22])=[CH:18][CH:17]=2)=[CH:10][CH:9]=1, predict the reactants needed to synthesize it. The reactants are: [OH:1][CH2:2][CH2:3][O:4][CH2:5][CH2:6][O:7][C:8]1[CH:13]=[CH:12][C:11]([C:14]([C:16]2[CH:21]=[CH:20][C:19]([OH:22])=[CH:18][CH:17]=2)=O)=[CH:10][CH:9]=1.[CH3:23][C:24]1([CH3:33])[CH2:29][C:28]([CH3:31])([CH3:30])[CH2:27][C:26](=O)[CH2:25]1. (4) Given the product [Cl:3][C:4]1[CH:11]=[C:8]([C:9](=[N:1][OH:2])[NH2:10])[CH:7]=[N:6][C:5]=1[NH:12][CH2:13][CH2:14][O:15][CH3:16], predict the reactants needed to synthesize it. The reactants are: [NH2:1][OH:2].[Cl:3][C:4]1[C:5]([NH:12][CH2:13][CH2:14][O:15][CH3:16])=[N:6][CH:7]=[C:8]([CH:11]=1)[C:9]#[N:10]. (5) Given the product [CH2:17]([O:21][C:22]1[C:31]2[C:26](=[CH:27][CH:28]=[C:29](/[CH:32]=[CH:9]/[C:10]([O:12][CH2:13][CH3:14])=[O:11])[CH:30]=2)[C:25](=[O:34])[N:24]([CH2:35][C:36]([CH3:37])([CH3:38])[CH3:39])[C:23]=1[CH2:40][NH:41][C:42]([O:43][C:44]([CH3:45])([CH3:47])[CH3:46])=[O:48])[CH2:18][CH2:19][CH3:20], predict the reactants needed to synthesize it. The reactants are: C(OP([CH2:9][C:10]([O:12][CH2:13][CH3:14])=[O:11])(OCC)=O)C.[H-].[Na+].[CH2:17]([O:21][C:22]1[C:31]2[C:26](=[CH:27][CH:28]=[C:29]([CH:32]=O)[CH:30]=2)[C:25](=[O:34])[N:24]([CH2:35][C:36]([CH3:39])([CH3:38])[CH3:37])[C:23]=1[CH2:40][NH:41][C:42](=[O:48])[O:43][C:44]([CH3:47])([CH3:46])[CH3:45])[CH2:18][CH2:19][CH3:20].O. (6) Given the product [CH3:1][C:2]1([CH3:42])[CH2:6][C:5]2([CH2:11][CH2:10][CH2:9][N:8]([CH:12]3[CH2:13][CH2:14][N:15]([C:18]([C:20]4[C:29]5[C:24](=[CH:25][CH:26]=[CH:27][CH:28]=5)[N:23]=[C:22]([N:30]5[CH2:35][CH2:34][CH:33]([C:36]([O:38][CH3:39])=[O:37])[CH2:32][CH2:31]5)[CH:21]=4)=[O:19])[CH2:16][CH2:17]3)[CH2:7]2)[C:4](=[O:41])[O:3]1, predict the reactants needed to synthesize it. The reactants are: [CH3:1][C:2]1([CH3:42])[CH2:6][C:5]2([CH2:11][CH2:10][CH2:9][N:8]([CH:12]3[CH2:17][CH2:16][N:15]([C:18]([C:20]4[C:29]5[C:24](=[CH:25][CH:26]=[CH:27][CH:28]=5)[N:23]=[C:22]([N:30]5[CH2:35][CH2:34][CH:33]([C:36]([O:38][CH2:39]C)=[O:37])[CH2:32][CH2:31]5)[CH:21]=4)=[O:19])[CH2:14][CH2:13]3)[CH2:7]2)[C:4](=[O:41])[O:3]1.[OH-].[Na+]. (7) Given the product [Br:3][C:4]1[CH:9]=[C:8]2[C:7](=[CH:6][CH:5]=1)[O:24][C:12]([C:13]1[CH:18]=[CH:17][C:16]([O:19][CH3:20])=[C:15]([O:21][CH3:22])[CH:14]=1)=[CH:11][C:10]2=[O:23], predict the reactants needed to synthesize it. The reactants are: II.[Br:3][C:4]1[CH:5]=[CH:6][C:7]([OH:24])=[C:8]([C:10](=[O:23])/[CH:11]=[CH:12]/[C:13]2[CH:18]=[CH:17][C:16]([O:19][CH3:20])=[C:15]([O:21][CH3:22])[CH:14]=2)[CH:9]=1.[O-]S([O-])(=S)=O.[Na+].[Na+].